From a dataset of Forward reaction prediction with 1.9M reactions from USPTO patents (1976-2016). Predict the product of the given reaction. (1) The product is: [Cl:9][C:10]1[CH:11]=[C:12]([CH3:17])[C:13]([NH2:14])=[C:15]([I:8])[CH:16]=1. Given the reactants C1C(=O)N([I:8])C(=O)C1.[Cl:9][C:10]1[CH:16]=[CH:15][C:13]([NH2:14])=[C:12]([CH3:17])[CH:11]=1.O, predict the reaction product. (2) Given the reactants C(N(S(F)(F)[F:7])CC)C.[NH2:10][C:11]1[CH:16]=[C:15]([C:17]2[CH:22]=[CH:21][C:20]([CH2:23]O)=[CH:19][CH:18]=2)[N:14]=[C:13]([C:25]([O:27][CH3:28])=[O:26])[C:12]=1[Cl:29], predict the reaction product. The product is: [NH2:10][C:11]1[CH:16]=[C:15]([C:17]2[CH:22]=[CH:21][C:20]([CH2:23][F:7])=[CH:19][CH:18]=2)[N:14]=[C:13]([C:25]([O:27][CH3:28])=[O:26])[C:12]=1[Cl:29]. (3) Given the reactants [F:1][C:2]1[C:3]([CH2:22][OH:23])=[CH:4][N:5]([S:13]([C:16]2[CH:21]=[CH:20][CH:19]=[CH:18][CH:17]=2)(=[O:15])=[O:14])[C:6]=1[C:7]1[CH:12]=[CH:11][CH:10]=[CH:9][CH:8]=1.C[N+]1([O-])CCOCC1, predict the reaction product. The product is: [F:1][C:2]1[C:3]([CH:22]=[O:23])=[CH:4][N:5]([S:13]([C:16]2[CH:17]=[CH:18][CH:19]=[CH:20][CH:21]=2)(=[O:15])=[O:14])[C:6]=1[C:7]1[CH:8]=[CH:9][CH:10]=[CH:11][CH:12]=1. (4) Given the reactants [CH3:1][C:2]1[CH:11]=[C:10]2[C:5]([O:6][CH2:7][C:8]3[N:14]=[C:13]([NH:15][C:16](=[O:18])C)[S:12][C:9]=32)=[CH:4][N:3]=1.C(C1N=CC2CCC3N=C(NC([N:39]4[CH:43]=[CH:42][N:41]=[CH:40]4)=O)SC=3C=2N=1)(C)(C)C, predict the reaction product. The product is: [CH3:1][C:2]1[CH:11]=[C:10]2[C:5]([O:6][CH2:7][C:8]3[N:14]=[C:13]([NH:15][C:16]([N:39]4[CH:43]=[CH:42][N:41]=[CH:40]4)=[O:18])[S:12][C:9]=32)=[CH:4][N:3]=1.